From a dataset of Full USPTO retrosynthesis dataset with 1.9M reactions from patents (1976-2016). Predict the reactants needed to synthesize the given product. (1) Given the product [C:24]([O:23][CH:18]([C:12]1[CH:13]=[C:14]([N+:15]([O-:17])=[O:16])[CH:9]=[CH:10][C:11]=1[Cl:28])[C:19]([O:21][CH3:22])=[O:20])([CH3:27])([CH3:25])[CH3:26], predict the reactants needed to synthesize it. The reactants are: N(OC(C)(C)C)=O.N[C:9]1[C:14]([N+:15]([O-:17])=[O:16])=[CH:13][C:12]([CH:18]([O:23][C:24]([CH3:27])([CH3:26])[CH3:25])[C:19]([O:21][CH3:22])=[O:20])=[C:11]([Cl:28])[CH:10]=1. (2) Given the product [CH3:9][C:7]([O:10][C:11]([NH:13][C@@H:14]1[C@@H:19]([O:20][S:2]([CH3:1])(=[O:4])=[O:3])[CH2:18][CH2:17][O:16][CH2:15]1)=[O:12])([CH3:6])[CH3:8], predict the reactants needed to synthesize it. The reactants are: [CH3:1][S:2](Cl)(=[O:4])=[O:3].[CH3:6][C:7]([O:10][C:11]([NH:13][C@@H:14]1[C@@H:19]([OH:20])[CH2:18][CH2:17][O:16][CH2:15]1)=[O:12])([CH3:9])[CH3:8].C(N(CC)CC)C. (3) Given the product [CH2:1]([C:3]1[N:4]=[CH:5][C:6]([N:9]2[CH2:14][CH2:13][C:12](=[O:15])[CH2:11][CH2:10]2)=[N:7][CH:8]=1)[CH3:2], predict the reactants needed to synthesize it. The reactants are: [CH2:1]([C:3]1[N:4]=[CH:5][C:6]([N:9]2[CH2:14][CH2:13][CH:12]([OH:15])[CH2:11][CH2:10]2)=[N:7][CH:8]=1)[CH3:2].CC(OI1(OC(C)=O)(OC(C)=O)OC(=O)C2C=CC=CC1=2)=O. (4) Given the product [CH3:19][N:20]1[CH2:24][CH2:23][CH2:22][C@H:21]1[CH2:25][O:26][C:11]1[CH:12]=[CH:13][C:8]([C:7]([O:6][C:2]([CH3:5])([CH3:4])[CH3:3])=[O:18])=[C:9]([N+:15]([O-:17])=[O:16])[CH:10]=1, predict the reactants needed to synthesize it. The reactants are: P.[C:2]([O:6][C:7](=[O:18])[C:8]1[CH:13]=[CH:12][C:11](Br)=[CH:10][C:9]=1[N+:15]([O-:17])=[O:16])([CH3:5])([CH3:4])[CH3:3].[CH3:19][N:20]1[CH2:24][CH2:23][CH2:22][C@H:21]1[CH2:25][OH:26]. (5) Given the product [F:14][C:13]([F:15])([F:16])[C:10]([CH:11]=[N:22][C:23]1[CH:31]=[CH:30][CH:29]=[C:28]2[C:24]=1[CH:25]=[N:26][NH:27]2)([OH:17])[CH2:9][C:8]([C:4]1[CH:5]=[CH:6][CH:7]=[C:2]([Cl:1])[C:3]=1[O:20][CH3:21])([CH3:19])[CH3:18], predict the reactants needed to synthesize it. The reactants are: [Cl:1][C:2]1[C:3]([O:20][CH3:21])=[C:4]([C:8]([CH3:19])([CH3:18])[CH2:9][C:10]([OH:17])([C:13]([F:16])([F:15])[F:14])[CH:11]=O)[CH:5]=[CH:6][CH:7]=1.[NH2:22][C:23]1[CH:31]=[CH:30][CH:29]=[C:28]2[C:24]=1[CH:25]=[N:26][NH:27]2.